This data is from Forward reaction prediction with 1.9M reactions from USPTO patents (1976-2016). The task is: Predict the product of the given reaction. Given the reactants [C:1]1([CH2:7][CH2:8][CH2:9][CH:10]([NH:20][C:21]([CH:23]2[CH2:28][CH2:27][CH2:26][NH:25][CH2:24]2)=[O:22])[CH2:11][CH2:12][CH2:13][C:14]2[CH:19]=[CH:18][CH:17]=[CH:16][CH:15]=2)[CH:6]=[CH:5][CH:4]=[CH:3][CH:2]=1.[O:29]1[CH2:31][CH:30]1[CH2:32][O:33][C:34]([C:36]1[CH:37]=[C:38]2[C:43](=[CH:44][CH:45]=1)[N:42]=[CH:41][CH:40]=[CH:39]2)=[O:35], predict the reaction product. The product is: [OH:29][CH:30]([CH2:31][N:25]1[CH2:26][CH2:27][CH2:28][CH:23]([C:21](=[O:22])[NH:20][CH:10]([CH2:11][CH2:12][CH2:13][C:14]2[CH:19]=[CH:18][CH:17]=[CH:16][CH:15]=2)[CH2:9][CH2:8][CH2:7][C:1]2[CH:2]=[CH:3][CH:4]=[CH:5][CH:6]=2)[CH2:24]1)[CH2:32][O:33][C:34]([C:36]1[CH:37]=[C:38]2[C:43](=[CH:44][CH:45]=1)[N:42]=[CH:41][CH:40]=[CH:39]2)=[O:35].